This data is from Full USPTO retrosynthesis dataset with 1.9M reactions from patents (1976-2016). The task is: Predict the reactants needed to synthesize the given product. (1) Given the product [N:1]1[CH:6]=[CH:5][CH:4]=[CH:3][C:2]=1[S:7][S:8][CH2:9][CH2:14][OH:18], predict the reactants needed to synthesize it. The reactants are: [N:1]1[CH:6]=[CH:5][CH:4]=[CH:3][C:2]=1[S:7][S:8][C:9]1[CH:14]=CC=CN=1.SCC[OH:18]. (2) Given the product [Cl:1][C:2]1[CH:7]=[C:6]([F:8])[C:5]2[N:9]3[CH:13]=[CH:12][CH:11]=[C:10]3[CH:14]([CH2:15][C:16]([O:18][CH3:19])=[O:17])[O:21][CH:20]([C:22]3[CH:27]=[CH:26][CH:25]=[C:24]([O:28][CH3:29])[C:23]=3[O:30][CH3:31])[C:4]=2[CH:3]=1, predict the reactants needed to synthesize it. The reactants are: [Cl:1][C:2]1[CH:7]=[C:6]([F:8])[C:5]([N:9]2[CH:13]=[CH:12][CH:11]=[C:10]2[CH:14]=[CH:15][C:16]([O:18][CH3:19])=[O:17])=[C:4]([CH:20]([C:22]2[CH:27]=[CH:26][CH:25]=[C:24]([O:28][CH3:29])[C:23]=2[O:30][CH3:31])[OH:21])[CH:3]=1.FC(F)(F)C(O)=O. (3) Given the product [N:15]1[C:16]2[C:21](=[CH:20][CH:19]=[CH:18][CH:17]=2)[N:22]=[CH:23][C:14]=1[N:9]1[CH2:10][CH2:11][C:6]2([NH:1][C:2](=[O:12])[CH2:3][CH2:4][CH2:5]2)[CH2:7][CH2:8]1, predict the reactants needed to synthesize it. The reactants are: [NH:1]1[C:6]2([CH2:11][CH2:10][NH:9][CH2:8][CH2:7]2)[CH2:5][CH2:4][CH2:3][C:2]1=[O:12].Cl[C:14]1[CH:23]=[N:22][C:21]2[C:16](=[CH:17][CH:18]=[CH:19][CH:20]=2)[N:15]=1.C([O-])([O-])=O.[K+].[K+]. (4) Given the product [NH2:1][C:2]1[C:11]([C:12]([NH:14][C:15]2[CH:16]=[N:17][CH:18]=[C:19]([F:42])[C:20]=2[N:21]2[CH2:26][CH2:25][CH:24]([C:27]([N:29]3[CH2:30][CH2:31][NH:32][CH2:33][CH2:34]3)=[O:28])[CH2:23][CH2:22]2)=[O:13])=[C:5]2[N:6]=[CH:7][C:8]([F:10])=[CH:9][N:4]2[N:3]=1, predict the reactants needed to synthesize it. The reactants are: [NH2:1][C:2]1[C:11]([C:12]([NH:14][C:15]2[CH:16]=[N:17][CH:18]=[C:19]([F:42])[C:20]=2[N:21]2[CH2:26][CH2:25][CH:24]([C:27]([N:29]3[CH2:34][CH2:33][N:32](C(OC(C)(C)C)=O)[CH2:31][CH2:30]3)=[O:28])[CH2:23][CH2:22]2)=[O:13])=[C:5]2[N:6]=[CH:7][C:8]([F:10])=[CH:9][N:4]2[N:3]=1.C(O)(C(F)(F)F)=O. (5) Given the product [CH3:43][C:35]1[S:21][C:1]([CH:2]=[CH:3][C:4]2[CH:9]=[CH:8][CH:7]=[CH:6][CH:5]=2)=[N:11][C:36]=1[CH2:37][C:38]([O:40][CH3:41])=[O:39], predict the reactants needed to synthesize it. The reactants are: [C:1]([NH2:11])(=O)[CH:2]=[CH:3][C:4]1[CH:9]=[CH:8][CH:7]=[CH:6][CH:5]=1.COC1C=CC(P2(SP(C3C=CC(OC)=CC=3)(=S)S2)=[S:21])=CC=1.Br[CH:35]([CH3:43])[C:36](=O)[CH2:37][C:38]([O:40][CH3:41])=[O:39].